This data is from Full USPTO retrosynthesis dataset with 1.9M reactions from patents (1976-2016). The task is: Predict the reactants needed to synthesize the given product. Given the product [OH:18][C:15]1[CH:16]=[CH:17][C:12]([CH2:11][C:6]2([C:4]([O:3][CH2:1][CH3:2])=[O:5])[CH2:10][CH2:9][CH2:8][O:7]2)=[N:13][CH:14]=1, predict the reactants needed to synthesize it. The reactants are: [CH2:1]([O:3][C:4]([C:6]1([CH2:11][C:12]2[CH:17]=[CH:16][C:15]([O:18]CC3C=CC=CC=3)=[CH:14][N:13]=2)[CH2:10][CH2:9][CH2:8][O:7]1)=[O:5])[CH3:2].